This data is from Forward reaction prediction with 1.9M reactions from USPTO patents (1976-2016). The task is: Predict the product of the given reaction. (1) Given the reactants [CH3:1][O:2][C:3](=[O:13])[C:4]1[CH:9]=[CH:8][CH:7]=[C:6]([C:10]#[N:11])[C:5]=1[CH3:12].C1C(=O)N([Br:21])C(=O)C1, predict the reaction product. The product is: [CH3:1][O:2][C:3](=[O:13])[C:4]1[CH:9]=[CH:8][CH:7]=[C:6]([C:10]#[N:11])[C:5]=1[CH2:12][Br:21]. (2) The product is: [NH2:36][C:33]1[CH:32]=[CH:31][C:30]([CH2:29][S:26]([NH:25][C:24](=[O:43])[C@H:23]([CH3:44])[C@H:22]([C@@H:18]2[CH2:19][CH2:20][CH2:21][N:17]2[C:15](=[O:16])[CH2:14][C@@H:13]([O:47][CH3:48])[C@@H:12]([N:10]([CH3:11])[C:8](=[O:9])[C@@H:7]([NH:6][C:4](=[O:5])[C@@H:3]([N:2]([CH3:1])[CH3:59])[CH:56]([CH3:57])[CH3:58])[CH:53]([CH3:54])[CH3:55])[C@@H:49]([CH3:52])[CH2:50][CH3:51])[O:45][CH3:46])(=[O:28])=[O:27])=[CH:35][CH:34]=1. Given the reactants [CH3:1][N:2]([CH3:59])[C@@H:3]([CH:56]([CH3:58])[CH3:57])[C:4]([NH:6][C@@H:7]([CH:53]([CH3:55])[CH3:54])[C:8]([N:10]([C@@H:12]([C@@H:49]([CH3:52])[CH2:50][CH3:51])[C@H:13]([O:47][CH3:48])[CH2:14][C:15]([N:17]1[CH2:21][CH2:20][CH2:19][C@H:18]1[C@H:22]([O:45][CH3:46])[C@@H:23]([CH3:44])[C:24](=[O:43])[NH:25][S:26]([CH2:29][C:30]1[CH:35]=[CH:34][C:33]([NH:36]C(=O)C(F)(F)F)=[CH:32][CH:31]=1)(=[O:28])=[O:27])=[O:16])[CH3:11])=[O:9])=[O:5].NC1C=CC(CS([O-])(=O)=O)=CC=1, predict the reaction product. (3) The product is: [F:1][C:2]1[CH:7]=[C:6]([N+:12]([O-:14])=[O:13])[C:5]([O:8][CH3:9])=[C:4]([F:10])[C:3]=1[F:11]. Given the reactants [F:1][C:2]1[CH:7]=[CH:6][C:5]([O:8][CH3:9])=[C:4]([F:10])[C:3]=1[F:11].[N+:12]([O-])([OH:14])=[O:13].O, predict the reaction product.